This data is from Catalyst prediction with 721,799 reactions and 888 catalyst types from USPTO. The task is: Predict which catalyst facilitates the given reaction. (1) Reactant: [C:1]([C:4]1[C:5](=[O:21])[NH:6][C:7]2[C:12]([C:13]=1[C:14]1[CH:19]=[CH:18][CH:17]=[CH:16][CH:15]=1)=[CH:11][C:10]([Br:20])=[CH:9][CH:8]=2)(=[O:3])[CH3:2].[O:22]1[CH2:27][CH2:26][O:25][C:24]2[CH:28]=[C:29]([CH:32]=O)[CH:30]=[CH:31][C:23]1=2.[OH-].[Na+]. Product: [Br:20][C:10]1[CH:11]=[C:12]2[C:7](=[CH:8][CH:9]=1)[NH:6][C:5](=[O:21])[C:4]([C:1](=[O:3])[CH:2]=[CH:32][C:29]1[CH:30]=[CH:31][C:23]3[O:22][CH2:27][CH2:26][O:25][C:24]=3[CH:28]=1)=[C:13]2[C:14]1[CH:15]=[CH:16][CH:17]=[CH:18][CH:19]=1. The catalyst class is: 97. (2) Reactant: C(=O)([O-])[O-].[Cs+].[Cs+].[OH:7][C:8]1[CH:9]=[C:10]([CH:20]=[C:21]([O:23][C@@H:24]([CH3:27])[CH2:25][OH:26])[CH:22]=1)[C:11]([NH:13][C:14]1[CH:18]=[CH:17][N:16]([CH3:19])[N:15]=1)=[O:12].[CH2:28]([O:30][C:31](=[O:40])[C:32]1[CH:37]=[CH:36][C:35](F)=[C:34]([F:39])[CH:33]=1)[CH3:29].C(OCC)(=O)C. Product: [F:39][C:34]1[CH:33]=[C:32]([CH:37]=[CH:36][C:35]=1[O:7][C:8]1[CH:9]=[C:10]([C:11]([NH:13][C:14]2[CH:18]=[CH:17][N:16]([CH3:19])[N:15]=2)=[O:12])[CH:20]=[C:21]([O:23][C@@H:24]([CH3:27])[CH2:25][OH:26])[CH:22]=1)[C:31]([O:30][CH2:28][CH3:29])=[O:40]. The catalyst class is: 44. (3) Reactant: [F:1][C:2]1[CH:7]=[CH:6][C:5]([C:8]2[O:9][C:10]3[CH:20]=[CH:19][C:18]([OH:21])=[CH:17][C:11]=3[C:12]=2[C:13]([NH:15][CH3:16])=[O:14])=[CH:4][CH:3]=1.Br[CH:23]1[CH2:27][CH2:26][O:25][C:24]1=[O:28].C([O-])([O-])=O.[K+].[K+]. Product: [F:1][C:2]1[CH:7]=[CH:6][C:5]([C:8]2[O:9][C:10]3[CH:20]=[CH:19][C:18]([O:21][CH:23]4[CH2:27][CH2:26][O:25][C:24]4=[O:28])=[CH:17][C:11]=3[C:12]=2[C:13]([NH:15][CH3:16])=[O:14])=[CH:4][CH:3]=1. The catalyst class is: 23. (4) Reactant: Br[C:2]1[N:11]=[C:10]([C:12]([NH:14][CH2:15][C:16]2[CH:21]=[CH:20][C:19]([F:22])=[CH:18][CH:17]=2)=[O:13])[C:9]([OH:23])=[C:8]2[C:3]=1[CH:4]=[CH:5][CH:6]=[N:7]2.C(C([Sn])=C(CC[CH2:36][CH3:37])CCCC)CCC.[NH:39]1[CH2:44][CH2:43][NH:42][CH2:41][C:40]1=[O:45]. Product: [F:22][C:19]1[CH:20]=[CH:21][C:16]([CH2:15][NH:14][C:12]([C:10]2[C:9]([OH:23])=[C:8]3[C:3]([CH:4]=[CH:5][CH:6]=[N:7]3)=[C:2]([CH2:44][CH2:43][N:42]3[CH2:37][CH2:36][NH:39][C:40](=[O:45])[CH2:41]3)[N:11]=2)=[O:13])=[CH:17][CH:18]=1. The catalyst class is: 184. (5) Product: [Br:1][C:2]1[CH:3]=[C:4]2[C:9](=[C:10]([O:12][CH3:13])[CH:11]=1)[N:8]=[C:7]([C:14]1[CH:15]=[N:16][CH:17]=[CH:18][CH:19]=1)[N:6]=[C:5]2[NH:22][CH3:21]. The catalyst class is: 1. Reactant: [Br:1][C:2]1[CH:3]=[C:4]2[C:9](=[C:10]([O:12][CH3:13])[CH:11]=1)[N:8]=[C:7]([C:14]1[CH:15]=[N:16][CH:17]=[CH:18][CH:19]=1)[N:6]=[C:5]2Cl.[CH3:21][NH2:22]. (6) Reactant: Br[C:2]1[CH:7]=[CH:6][C:5]([CH3:8])=[C:4]([C:9]([F:12])([F:11])[F:10])[CH:3]=1.[Li]CCCC.[CH3:18][C:19]([CH3:21])=[O:20]. Product: [CH3:8][C:5]1[CH:6]=[CH:7][C:2]([C:19]([OH:20])([CH3:21])[CH3:18])=[CH:3][C:4]=1[C:9]([F:12])([F:11])[F:10]. The catalyst class is: 1.